This data is from Full USPTO retrosynthesis dataset with 1.9M reactions from patents (1976-2016). The task is: Predict the reactants needed to synthesize the given product. (1) Given the product [CH3:17][NH:18][CH2:2][CH2:3][CH2:4][O:5][C:6]1[CH:7]=[CH:8][C:9]2[O:14][CH2:13][C:12](=[O:15])[NH:11][C:10]=2[CH:16]=1, predict the reactants needed to synthesize it. The reactants are: Br[CH2:2][CH2:3][CH2:4][O:5][C:6]1[CH:7]=[CH:8][C:9]2[O:14][CH2:13][C:12](=[O:15])[NH:11][C:10]=2[CH:16]=1.[CH3:17][NH2:18]. (2) Given the product [CH3:6][O:7][C:8]1[CH:13]=[CH:12][C:11]([C:17]2[CH:25]=[CH:24][CH:23]=[CH:22][C:18]=2[C:19]([OH:21])=[O:20])=[CH:10][CH:9]=1, predict the reactants needed to synthesize it. The reactants are: C(OCC)C.[CH3:6][O:7][C:8]1[CH:13]=[CH:12][C:11]([Mg]Br)=[CH:10][CH:9]=1.C1(=O)[O:21][C:19](=[O:20])[C:18]2=[CH:22][CH:23]=[CH:24][CH:25]=[C:17]12.Cl. (3) Given the product [Cl:1][C:2]1[CH:7]=[CH:6][C:5]([C:8]2[N:12]([C:13]3[CH:18]=[CH:17][C:16]([Cl:19])=[CH:15][C:14]=3[Cl:20])[N:11]=[C:10]([C:21]([NH:23][CH:24]3[CH2:29][CH2:28][N:27]([C:32]([O:34][CH2:35][CH3:36])=[O:33])[CH2:26][CH2:25]3)=[O:22])[C:9]=2[CH3:30])=[CH:4][CH:3]=1, predict the reactants needed to synthesize it. The reactants are: [Cl:1][C:2]1[CH:7]=[CH:6][C:5]([C:8]2[N:12]([C:13]3[CH:18]=[CH:17][C:16]([Cl:19])=[CH:15][C:14]=3[Cl:20])[N:11]=[C:10]([C:21]([NH:23][CH:24]3[CH2:29][CH2:28][NH:27][CH2:26][CH2:25]3)=[O:22])[C:9]=2[CH3:30])=[CH:4][CH:3]=1.Cl[C:32]([O:34][C:35]1C=CC([N+]([O-])=O)=C[CH:36]=1)=[O:33].C(N(CC)CC)C. (4) Given the product [Cl:17][C:18]1[CH:23]=[CH:22][CH:21]=[C:20]([Cl:24])[C:19]=1[NH:25][C:26]([NH:1][C:2]1[S:3][C:4]([CH:14]([CH3:16])[CH3:15])=[CH:5][C:6]=1[C:7]([O:9][C:10]([CH3:11])([CH3:13])[CH3:12])=[O:8])=[O:27], predict the reactants needed to synthesize it. The reactants are: [NH2:1][C:2]1[S:3][C:4]([CH:14]([CH3:16])[CH3:15])=[CH:5][C:6]=1[C:7]([O:9][C:10]([CH3:13])([CH3:12])[CH3:11])=[O:8].[Cl:17][C:18]1[CH:23]=[CH:22][CH:21]=[C:20]([Cl:24])[C:19]=1[N:25]=[C:26]=[O:27].C(N(CC)CC)C. (5) Given the product [F:3][C:4]1[CH:5]=[CH:6][C:7]([C:10]2[C:14]3=[N:15][CH:16]=[CH:17][CH:18]=[C:13]3[N:12]([O:19][CH2:26][O:27][CH3:28])[C:11]=2[C:20]2[CH:21]=[CH:22][N:23]=[CH:24][CH:25]=2)=[CH:8][CH:9]=1, predict the reactants needed to synthesize it. The reactants are: [H-].[Na+].[F:3][C:4]1[CH:9]=[CH:8][C:7]([C:10]2[C:14]3=[N:15][CH:16]=[CH:17][CH:18]=[C:13]3[N:12]([OH:19])[C:11]=2[C:20]2[CH:25]=[CH:24][N:23]=[CH:22][CH:21]=2)=[CH:6][CH:5]=1.[CH3:26][O:27][CH2:28]Cl.[Cl-].[NH4+].